Task: Predict the reactants needed to synthesize the given product.. Dataset: Full USPTO retrosynthesis dataset with 1.9M reactions from patents (1976-2016) The reactants are: [Cl:1][C:2]1[CH:3]=[CH:4][C:5]([S:42]([CH2:45][CH3:46])(=[O:44])=[O:43])=[C:6]([CH2:8][N:9]2[C:18](=[O:19])[C:17]3[C:12](=[C:13]([O:40][CH3:41])[C:14]([CH2:24][N:25]4[CH2:30][CH2:29][CH2:28][C@H:27]([N:31](C)[C:32](=O)OC(C)(C)C)[CH2:26]4)=[C:15]([C:20]([F:23])([F:22])[F:21])[CH:16]=3)[N:11]=[CH:10]2)[CH:7]=1.Cl.C(S(N1C=CC=C1CN)(=O)=O)C. Given the product [Cl:1][C:2]1[CH:3]=[CH:4][C:5]([S:42]([CH2:45][CH3:46])(=[O:43])=[O:44])=[C:6]([CH2:8][N:9]2[C:18](=[O:19])[C:17]3[C:12](=[C:13]([O:40][CH3:41])[C:14]([CH2:24][N:25]4[CH2:30][CH2:29][CH2:28][C@H:27]([NH:31][CH3:32])[CH2:26]4)=[C:15]([C:20]([F:23])([F:21])[F:22])[CH:16]=3)[N:11]=[CH:10]2)[CH:7]=1, predict the reactants needed to synthesize it.